From a dataset of Reaction yield outcomes from USPTO patents with 853,638 reactions. Predict the reaction yield, written as a fraction of the theoretical maximum amount of product (1.0 means a 100% yield; for example, 0.34 means a 34% yield). (1) The reactants are [C:1]([C:5]1[C:13]2[O:12][CH:11]([CH2:14][NH2:15])[CH2:10][C:9]=2[CH:8]=[C:7]([O:16][CH3:17])[CH:6]=1)([CH3:4])([CH3:3])[CH3:2].C(N(C(C)C)CC)(C)C.Cl[C:28]([O:30][CH2:31][C:32]1[CH:37]=[CH:36][CH:35]=[CH:34][CH:33]=1)=[O:29].C(OC(=O)NCC1CC2C=CC=C(C3CCCC3)C=2O1)C1C=CC=CC=1. No catalyst specified. The product is [CH2:31]([O:30][C:28](=[O:29])[NH:15][CH2:14][CH:11]1[CH2:10][C:9]2[CH:8]=[C:7]([O:16][CH3:17])[CH:6]=[C:5]([C:1]([CH3:4])([CH3:2])[CH3:3])[C:13]=2[O:12]1)[C:32]1[CH:37]=[CH:36][CH:35]=[CH:34][CH:33]=1. The yield is 0.590. (2) The reactants are [NH2:1][C:2]([C:4]1[CH:5]=[C:6]2[C:11](=[CH:12][CH:13]=1)[N:10]=[C:9]([CH2:14][CH:15]([CH3:17])[CH3:16])[C:8]([CH2:18][NH:19]C(=O)OC(C)(C)C)=[C:7]2[C:27]1[CH:32]=[CH:31][CH:30]=[CH:29][C:28]=1[F:33])=[O:3].FC(F)(F)C(O)=O. No catalyst specified. The product is [NH2:19][CH2:18][C:8]1[C:9]([CH2:14][CH:15]([CH3:17])[CH3:16])=[N:10][C:11]2[C:6]([C:7]=1[C:27]1[CH:32]=[CH:31][CH:30]=[CH:29][C:28]=1[F:33])=[CH:5][C:4]([C:2]([NH2:1])=[O:3])=[CH:13][CH:12]=2. The yield is 0.610. (3) The yield is 0.950. The reactants are [Br:1][C:2]1[C:7]2=[N:8][O:9][N:10]=[C:6]2[C:5]([N+:11]([O-])=O)=[CH:4][CH:3]=1. The product is [Br:1][C:2]1[C:7]2=[N:8][O:9][N:10]=[C:6]2[C:5]([NH2:11])=[CH:4][CH:3]=1. The catalyst is CC(O)=O. (4) The reactants are [F:1][CH:2]([F:21])[C@H:3]1[CH2:8][C@@H:7]([C:9](=[O:16])[CH2:10][C:11](OCC)=[O:12])[CH2:6][CH2:5][N:4]1[C:17]([O:19][CH3:20])=[O:18].[OH-].[Na+].[NH2:24]O.Cl. The catalyst is CO.O.C(Cl)Cl. The product is [F:1][CH:2]([F:21])[C@H:3]1[CH2:8][C@@H:7]([C:9]2[O:16][NH:24][C:11](=[O:12])[CH:10]=2)[CH2:6][CH2:5][N:4]1[C:17]([O:19][CH3:20])=[O:18]. The yield is 0.520. (5) The reactants are C([O:8][C:9]1[C:14]([C:15]([CH3:18])([CH3:17])[CH3:16])=[CH:13][CH:12]=[CH:11][C:10]=1[C:19]([C:27]1[C:28]([O:39][CH3:40])=[C:29]([C:33]2[CH:38]=[CH:37][CH:36]=[CH:35][CH:34]=2)[CH:30]=[CH:31][CH:32]=1)([C:21]1[CH:26]=[CH:25][CH:24]=[CH:23][CH:22]=1)O)C1C=CC=CC=1.[PH2](O)=O. The catalyst is C(#N)C. The product is [C:15]([C:14]1[CH:13]=[CH:12][CH:11]=[C:10]([CH:19]([C:27]2[C:28]([O:39][CH3:40])=[C:29]([C:33]3[CH:34]=[CH:35][CH:36]=[CH:37][CH:38]=3)[CH:30]=[CH:31][CH:32]=2)[C:21]2[CH:26]=[CH:25][CH:24]=[CH:23][CH:22]=2)[C:9]=1[OH:8])([CH3:18])([CH3:16])[CH3:17]. The yield is 0.850. (6) The reactants are [C:1]([BH3-])#[N:2].[Na+].N[C:6]1[CH:7]=[C:8]2[CH2:16][C@H:15]([C:17]3[CH:22]=[CH:21][CH:20]=[C:19]([F:23])[C:18]=3[F:24])[CH2:14][CH2:13][C@@H:12]([OH:25])[C:9]2=[N:10][CH:11]=1.C=O.[C:28](O)(=O)C. The catalyst is C(#N)C. The product is [F:24][C:18]1[C:19]([F:23])=[CH:20][CH:21]=[CH:22][C:17]=1[C@@H:15]1[CH2:14][CH2:13][C@@H:12]([OH:25])[C:9]2=[N:10][CH:11]=[C:6]([N:2]([CH3:1])[CH3:28])[CH:7]=[C:8]2[CH2:16]1. The yield is 0.450. (7) The reactants are C(N(CC)CC)C.Cl.[CH3:9][NH:10][CH2:11][C:12]1[CH:20]=[CH:19][CH:18]=[C:17]2[C:13]=1[CH2:14][N:15]([CH:22]1[CH2:27][CH2:26][C:25](=[O:28])[NH:24][C:23]1=[O:29])[C:16]2=[O:21].[Cl:30][C:31]1[CH:36]=[CH:35][C:34]([N:37]=[C:38]=[O:39])=[CH:33][CH:32]=1. The catalyst is C1COCC1. The product is [Cl:30][C:31]1[CH:36]=[CH:35][C:34]([NH:37][C:38](=[O:39])[N:10]([CH2:11][C:12]2[CH:20]=[CH:19][CH:18]=[C:17]3[C:13]=2[CH2:14][N:15]([CH:22]2[CH2:27][CH2:26][C:25](=[O:28])[NH:24][C:23]2=[O:29])[C:16]3=[O:21])[CH3:9])=[CH:33][CH:32]=1. The yield is 0.650. (8) The reactants are [CH3:1][N:2]([CH3:16])[S:3]([C:6]1[CH:7]=[C:8]2[C:12](=[CH:13][CH:14]=1)[NH:11][C:10](=[O:15])[CH2:9]2)(=[O:5])=[O:4].[CH2:17]([N:19]([CH2:34][CH3:35])[CH2:20][CH2:21][NH:22][C:23]([C:25]1[C:29]([CH3:30])=[C:28]([CH:31]=O)[NH:27][C:26]=1[CH3:33])=[O:24])[CH3:18]. No catalyst specified. The product is [CH2:34]([N:19]([CH2:17][CH3:18])[CH2:20][CH2:21][NH:22][C:23]([C:25]1[C:29]([CH3:30])=[C:28]([CH:31]=[C:9]2[C:8]3[C:12](=[CH:13][CH:14]=[C:6]([S:3](=[O:5])(=[O:4])[N:2]([CH3:16])[CH3:1])[CH:7]=3)[NH:11][C:10]2=[O:15])[NH:27][C:26]=1[CH3:33])=[O:24])[CH3:35]. The yield is 0.430. (9) The reactants are Br[CH:2]([C:9](=[O:14])[C:10]([CH3:13])([CH3:12])[CH3:11])[C:3](=O)[C:4]([CH3:7])([CH3:6])[CH3:5].[NH2:15][C:16]([NH2:18])=[S:17].C(=O)([O-])O.[Na+]. The catalyst is C(O)C. The product is [NH2:18][C:16]1[S:17][C:2]([C:9](=[O:14])[C:10]([CH3:13])([CH3:12])[CH3:11])=[C:3]([C:4]([CH3:7])([CH3:6])[CH3:5])[N:15]=1. The yield is 0.945.